This data is from Full USPTO retrosynthesis dataset with 1.9M reactions from patents (1976-2016). The task is: Predict the reactants needed to synthesize the given product. Given the product [CH3:36][S:37]([O:1][CH2:2][CH2:3][N:4]([CH2:26][CH2:27][O:28][S:21]([CH3:6])(=[O:23])=[O:22])[C:5]1[C:6]([S:21]([CH2:24][CH3:25])(=[O:23])=[O:22])=[CH:7][C:8]([N+:18]([O-:20])=[O:19])=[C:9]([CH:17]=1)[C:10]([O:12][C:13]([CH3:15])([CH3:14])[CH3:16])=[O:11])(=[O:39])=[O:38], predict the reactants needed to synthesize it. The reactants are: [OH:1][CH2:2][CH2:3][N:4]([CH2:26][CH2:27][OH:28])[C:5]1[C:6]([S:21]([CH2:24][CH3:25])(=[O:23])=[O:22])=[CH:7][C:8]([N+:18]([O-:20])=[O:19])=[C:9]([CH:17]=1)[C:10]([O:12][C:13]([CH3:16])([CH3:15])[CH3:14])=[O:11].CCN(CC)CC.[CH3:36][S:37](Cl)(=[O:39])=[O:38].